From a dataset of Full USPTO retrosynthesis dataset with 1.9M reactions from patents (1976-2016). Predict the reactants needed to synthesize the given product. (1) Given the product [C:1]1([N:7]2[CH2:12][CH2:11][N:10]([CH2:14][CH2:13][CH2:19][S:16]([OH:18])(=[O:17])=[O:15])[CH2:9][CH2:8]2)[CH:6]=[CH:5][CH:4]=[CH:3][CH:2]=1, predict the reactants needed to synthesize it. The reactants are: [C:1]1([N:7]2[CH2:12][CH2:11][NH:10][CH2:9][CH2:8]2)[CH:6]=[CH:5][CH:4]=[CH:3][CH:2]=1.[CH2:13]1[CH2:19][S:16](=[O:18])(=[O:17])[O:15][CH2:14]1. (2) Given the product [CH3:21][C:7]1[N:8]=[C:9]([C:11]2[CH:12]=[CH:13][C:14]([C:17]([F:20])([F:18])[F:19])=[CH:15][CH:16]=2)[S:10][C:6]=1[CH2:4][OH:3], predict the reactants needed to synthesize it. The reactants are: C([O:3][C:4]([C:6]1[S:10][C:9]([C:11]2[CH:16]=[CH:15][C:14]([C:17]([F:20])([F:19])[F:18])=[CH:13][CH:12]=2)=[N:8][C:7]=1[CH3:21])=O)C.[H-].[Al+3].[Li+].[H-].[H-].[H-]. (3) Given the product [ClH:1].[ClH:1].[CH3:3][C:4]1[CH:5]=[C:6]([O:70][S:71]([C:74]2[CH:79]=[CH:78][CH:77]=[CH:76][C:75]=2[S:80]([N:83]([CH2:96][CH3:97])[CH:84]2[CH2:88][CH2:87][N:86]([CH2:89][C:90]3[CH:91]=[CH:92][CH:93]=[CH:94][CH:95]=3)[CH2:85]2)(=[O:81])=[O:82])(=[O:73])=[O:72])[CH:7]=[C:8]([CH:18]=1)[O:9][CH2:10][CH2:11][CH2:12][O:13][NH:14][C:15]([NH2:17])=[NH:16], predict the reactants needed to synthesize it. The reactants are: [ClH:1].Cl.[CH3:3][C:4]1[CH:5]=[CH:6][C:7](OS(C2C=CC=CC=2S(N(CC)C2CCN(CC3C=CC=CC=3)C2)(=O)=O)(=O)=O)=[C:8]([CH:18]=1)[O:9][CH2:10][CH2:11][CH2:12][O:13][NH:14][C:15](=[NH:17])[NH2:16].CC1C=CC([O:70][S:71]([C:74]2[CH:79]=[CH:78][CH:77]=[CH:76][C:75]=2[S:80]([N:83]([CH2:96][CH3:97])[CH:84]2[CH2:88][CH2:87][N:86]([CH2:89][C:90]3[CH:95]=[CH:94][CH:93]=[CH:92][CH:91]=3)[CH2:85]2)(=[O:82])=[O:81])(=[O:73])=[O:72])=C(C=1)OCCCOC1C=CC=C2C(NC(=O)C=12)=O.C(C(=CC1C=CC(O)=CC=1)C(O)=O)#N. (4) Given the product [CH3:1][O:2][CH2:3][CH2:4][CH2:5][N:6]1[C:11]2[CH:12]=[C:13]([CH2:16][O:17][CH:18]3[CH:23]([C:24]4[CH:25]=[CH:26][C:27]([C:55]#[C:54][CH2:53][CH2:52][C:50](=[O:51])[NH:49][CH3:48])=[CH:28][CH:29]=4)[CH2:22][CH2:21][N:20]([C:38]([O:40][CH2:41][C:42]4[CH:43]=[CH:44][CH:45]=[CH:46][CH:47]=4)=[O:39])[CH2:19]3)[CH:14]=[CH:15][C:10]=2[O:9][CH2:8][CH2:7]1, predict the reactants needed to synthesize it. The reactants are: [CH3:1][O:2][CH2:3][CH2:4][CH2:5][N:6]1[C:11]2[CH:12]=[C:13]([CH2:16][O:17][CH:18]3[CH:23]([C:24]4[CH:29]=[CH:28][C:27](OS(C(F)(F)F)(=O)=O)=[CH:26][CH:25]=4)[CH2:22][CH2:21][N:20]([C:38]([O:40][CH2:41][C:42]4[CH:47]=[CH:46][CH:45]=[CH:44][CH:43]=4)=[O:39])[CH2:19]3)[CH:14]=[CH:15][C:10]=2[O:9][CH2:8][CH2:7]1.[CH3:48][NH:49][C:50]([CH2:52][CH2:53][CH2:54][C:55]#C)=[O:51].C(N(CC)C(C)C)(C)C.C(=O)([O-])O.[Na+]. (5) Given the product [CH3:1][C:2]1[CH:3]=[CH:4][C:5]2[O:9][C:8]([C:10]#[N:12])=[CH:7][C:6]=2[CH:13]=1, predict the reactants needed to synthesize it. The reactants are: [CH3:1][C:2]1[CH:3]=[CH:4][C:5]2[O:9][C:8]([C:10]([NH2:12])=O)=[CH:7][C:6]=2[CH:13]=1.C(OC(C(F)(F)F)=O)(C(F)(F)F)=O.O. (6) Given the product [NH:25]1[CH2:24][CH2:23][CH:22]([C:19]2[CH:18]=[CH:17][C:16]([O:15][CH2:39][CH2:40][CH2:41][N:42]3[CH2:47][CH2:46][N:45]([C:48]([O:50][C:51]([CH3:52])([CH3:54])[CH3:53])=[O:49])[CH2:44][CH2:43]3)=[CH:21][CH:20]=2)[CH2:27][CH2:26]1, predict the reactants needed to synthesize it. The reactants are: CC(OC(/N=N/C(OC(C)C)=O)=O)C.[OH:15][C:16]1[CH:21]=[CH:20][C:19]([C:22]2[CH2:27][CH2:26][N:25](C(OCC3C=CC=CC=3)=O)[CH2:24][CH:23]=2)=[CH:18][CH:17]=1.O[CH2:39][CH2:40][CH2:41][N:42]1[CH2:47][CH2:46][N:45]([C:48]([O:50][C:51]([CH3:54])([CH3:53])[CH3:52])=[O:49])[CH2:44][CH2:43]1.C1(P(C2C=CC=CC=2)C2C=CC=CC=2)C=CC=CC=1. (7) Given the product [Cl:1][C:2]1[C:3]([C:15]2[C:23]3[C:18](=[CH:19][CH:20]=[CH:21][CH:22]=3)[N:17]([S:24]([C:27]3[CH:32]=[CH:31][CH:30]=[CH:29][CH:28]=3)(=[O:26])=[O:25])[CH:16]=2)=[N:4][C:5]([NH:8][CH:9]2[CH2:10][CH2:11][N:12]([C:41]([C:40]3[CH:44]=[CH:45][C:37]([NH:36][C:33](=[O:35])[CH3:34])=[CH:38][C:39]=3[CH3:46])=[O:42])[CH2:13][CH2:14]2)=[N:6][CH:7]=1, predict the reactants needed to synthesize it. The reactants are: [Cl:1][C:2]1[C:3]([C:15]2[C:23]3[C:18](=[CH:19][CH:20]=[CH:21][CH:22]=3)[N:17]([S:24]([C:27]3[CH:32]=[CH:31][CH:30]=[CH:29][CH:28]=3)(=[O:26])=[O:25])[CH:16]=2)=[N:4][C:5]([NH:8][CH:9]2[CH2:14][CH2:13][NH:12][CH2:11][CH2:10]2)=[N:6][CH:7]=1.[C:33]([NH:36][C:37]1[CH:45]=[CH:44][C:40]([C:41](O)=[O:42])=[C:39]([CH3:46])[CH:38]=1)(=[O:35])[CH3:34].CN(C(ON1N=NC2C=CC=CC1=2)=[N+](C)C)C.F[P-](F)(F)(F)(F)F.CCN(C(C)C)C(C)C.